From a dataset of Full USPTO retrosynthesis dataset with 1.9M reactions from patents (1976-2016). Predict the reactants needed to synthesize the given product. (1) Given the product [Cl:4][C:5]1[CH:6]=[C:7]([CH2:13][C:1]#[N:2])[CH:8]=[C:9]([O:11][CH3:12])[CH:10]=1, predict the reactants needed to synthesize it. The reactants are: [C-:1]#[N:2].[Na+].[Cl:4][C:5]1[CH:10]=[C:9]([O:11][CH3:12])[CH:8]=[C:7]([CH2:13]Cl)[CH:6]=1. (2) The reactants are: [Br:1][C:2]1[CH:3]=[C:4]([N:12]([CH2:19][CH:20]([F:22])[F:21])[CH:13]2[CH2:18][CH2:17][O:16][CH2:15][CH2:14]2)[C:5]([CH3:11])=[C:6]([CH:10]=1)[C:7]([OH:9])=O.CN(C(ON1N=NC2C=CC=NC1=2)=[N+](C)C)C.F[P-](F)(F)(F)(F)F.CCN(C(C)C)C(C)C.[NH2:56][CH2:57][C:58]1[C:59](=[O:66])[NH:60][C:61]([CH3:65])=[CH:62][C:63]=1[CH3:64]. Given the product [Br:1][C:2]1[CH:3]=[C:4]([N:12]([CH2:19][CH:20]([F:21])[F:22])[CH:13]2[CH2:18][CH2:17][O:16][CH2:15][CH2:14]2)[C:5]([CH3:11])=[C:6]([CH:10]=1)[C:7]([NH:56][CH2:57][C:58]1[C:59](=[O:66])[NH:60][C:61]([CH3:65])=[CH:62][C:63]=1[CH3:64])=[O:9], predict the reactants needed to synthesize it. (3) Given the product [NH2:1][C@@H:2]1[CH2:7][CH2:6][CH2:5][N:4]([C:8]2[N:9]([C:21]#[N:34])[C:10](=[O:20])[C:11]([C:14]#[CH:15])=[CH:12][N:13]=2)[CH2:3]1, predict the reactants needed to synthesize it. The reactants are: [NH2:1][C@@H:2]1[CH2:7][CH2:6][CH2:5][N:4]([C:8]2[N:9]([CH2:21]C3C=CC=CC=3C#N)[C:10](=[O:20])[C:11]([C:14]#[C:15][Si](C)(C)C)=[CH:12][N:13]=2)[CH2:3]1.CCCC[N+:34](CCCC)(CCCC)CCCC.[F-]. (4) Given the product [Cl:15][CH2:16][C:17]1[NH:9][C:7](=[O:8])[C:6]2[O:5][N:4]=[C:3]([CH:10]3[CH2:11][CH2:12][CH2:13][CH2:14]3)[C:2]=2[N:1]=1, predict the reactants needed to synthesize it. The reactants are: [NH2:1][C:2]1[C:3]([CH:10]2[CH2:14][CH2:13][CH2:12][CH2:11]2)=[N:4][O:5][C:6]=1[C:7]([NH2:9])=[O:8].[Cl:15][CH2:16][C:17](Cl)=O. (5) The reactants are: [CH3:1][C:2]1[N:6]=[C:5]([N:7]2[CH2:12][CH2:11][C:10](=O)[CH2:9][CH2:8]2)[S:4][N:3]=1.[CH3:14][C:15]1[CH:27]=[CH:26][C:18]([CH2:19][N:20]2[CH:24]=[N:23][C:22]([NH2:25])=[N:21]2)=[CH:17][CH:16]=1. Given the product [CH3:14][C:15]1[CH:16]=[CH:17][C:18]([CH2:19][N:20]2[CH:24]=[N:23][C:22]([NH:25][CH:10]3[CH2:11][CH2:12][N:7]([C:5]4[S:4][N:3]=[C:2]([CH3:1])[N:6]=4)[CH2:8][CH2:9]3)=[N:21]2)=[CH:26][CH:27]=1, predict the reactants needed to synthesize it.